Dataset: Catalyst prediction with 721,799 reactions and 888 catalyst types from USPTO. Task: Predict which catalyst facilitates the given reaction. (1) Reactant: [C:1]([O:5][C:6](=[O:40])[NH:7][C:8]([C:10]1[S:11][C:12]([S:38][CH3:39])=[C:13]([S:15]([C:18]2[CH:19]=[C:20]([C:24]3[C:29]([CH3:30])=[CH:28][CH:27]=[CH:26][C:25]=3[NH:31][C:32]([NH:34][CH2:35][CH2:36][NH2:37])=[O:33])[CH:21]=[CH:22][CH:23]=2)(=[O:17])=[O:16])[CH:14]=1)=[NH:9])([CH3:4])([CH3:3])[CH3:2].[N:41]([CH2:44][C:45]([O:47][CH2:48]C)=[O:46])=[C:42]=[O:43]. Product: [CH3:48][O:47][C:45](=[O:46])[CH2:44][NH:41][C:42]([NH:37][CH2:36][CH2:35][NH:34][C:32]([NH:31][C:25]1[CH:26]=[CH:27][CH:28]=[C:29]([CH3:30])[C:24]=1[C:20]1[CH:21]=[CH:22][CH:23]=[C:18]([S:15]([C:13]2[CH:14]=[C:10]([C:8]([NH:7][C:6]([O:5][C:1]([CH3:3])([CH3:4])[CH3:2])=[O:40])=[NH:9])[S:11][C:12]=2[S:38][CH3:39])(=[O:16])=[O:17])[CH:19]=1)=[O:33])=[O:43]. The catalyst class is: 2. (2) Reactant: [Cl:1][C:2]1[CH:16]=[CH:15][C:5]([CH2:6][CH2:7][N:8]2[CH2:13][CH2:12][NH:11][C:10](=[O:14])[CH2:9]2)=[CH:4][CH:3]=1.Br[C:18]1[CH:23]=[CH:22][C:21]2[C:24]3[CH2:25][N:26]([C:32]([O:34][C:35]([CH3:38])([CH3:37])[CH3:36])=[O:33])[CH2:27][CH2:28][CH2:29][C:30]=3[O:31][C:20]=2[CH:19]=1.C([O-])([O-])=O.[Cs+].[Cs+].CN[C@@H]1CCCC[C@H]1NC. Product: [Cl:1][C:2]1[CH:3]=[CH:4][C:5]([CH2:6][CH2:7][N:8]2[CH2:13][CH2:12][N:11]([C:18]3[CH:23]=[CH:22][C:21]4[C:24]5[CH2:25][N:26]([C:32]([O:34][C:35]([CH3:38])([CH3:37])[CH3:36])=[O:33])[CH2:27][CH2:28][CH2:29][C:30]=5[O:31][C:20]=4[CH:19]=3)[C:10](=[O:14])[CH2:9]2)=[CH:15][CH:16]=1. The catalyst class is: 432. (3) Reactant: [CH3:1][O:2][C:3](=[O:28])[NH:4][C@@H:5]1[C@@H:9]([N:10]2C(=O)C3C(=CC=CC=3)C2=O)[CH2:8][N:7]([CH2:21][C:22]2[CH:27]=[CH:26][CH:25]=[CH:24][CH:23]=2)[CH2:6]1.NN. Product: [CH3:1][O:2][C:3](=[O:28])[NH:4][C@@H:5]1[C@@H:9]([NH2:10])[CH2:8][N:7]([CH2:21][C:22]2[CH:27]=[CH:26][CH:25]=[CH:24][CH:23]=2)[CH2:6]1. The catalyst class is: 8. (4) Reactant: [CH3:1][CH:2]([N:4]([C:29]([C@H:31]1[CH2:36][CH2:35][C@H:34]([C:37]([F:40])([F:39])[F:38])[CH2:33][CH2:32]1)=[O:30])[C:5]1[CH:9]=[C:8]([C:10]2[CH:15]=[CH:14][C:13]([C:16]3[CH:24]=[C:19]4[N:20]=[CH:21][CH:22]=[CH:23][N:18]4[N:17]=3)=[CH:12][CH:11]=2)[S:7][C:6]=1[C:25]([O:27][CH3:28])=[O:26])[CH3:3].[C:41](=O)([O-])[O-].[Na+].[Na+].O1CCOCC1. Product: [CH3:3][CH:2]([N:4]([C:29]([C@H:31]1[CH2:32][CH2:33][C@H:34]([C:37]([F:40])([F:39])[F:38])[CH2:35][CH2:36]1)=[O:30])[C:5]1[CH:9]=[C:8]([C:10]2[CH:15]=[CH:14][C:13]([C:16]3[CH:24]=[C:19]4[N:20]=[C:21]([CH3:41])[CH:22]=[CH:23][N:18]4[N:17]=3)=[CH:12][CH:11]=2)[S:7][C:6]=1[C:25]([O:27][CH3:28])=[O:26])[CH3:1]. The catalyst class is: 257. (5) Reactant: [OH:1][CH2:2][C:3]1[C:11]2[C:6](=[N:7][C:8]([C:19]3[CH:24]=[CH:23][C:22]([CH3:25])=[CH:21][CH:20]=3)=[C:9]([C:12]3[CH:17]=[CH:16][C:15]([CH3:18])=[CH:14][CH:13]=3)[N:10]=2)[N:5]([CH2:26][CH2:27][CH2:28][CH2:29][CH2:30][CH2:31][C:32]([O:34]CC)=[O:33])[CH:4]=1.[H-].[Na+].[CH3:39]I.Cl. Product: [CH3:39][O:1][CH2:2][C:3]1[C:11]2[C:6](=[N:7][C:8]([C:19]3[CH:20]=[CH:21][C:22]([CH3:25])=[CH:23][CH:24]=3)=[C:9]([C:12]3[CH:17]=[CH:16][C:15]([CH3:18])=[CH:14][CH:13]=3)[N:10]=2)[N:5]([CH2:26][CH2:27][CH2:28][CH2:29][CH2:30][CH2:31][C:32]([OH:34])=[O:33])[CH:4]=1. The catalyst class is: 18.